Dataset: Full USPTO retrosynthesis dataset with 1.9M reactions from patents (1976-2016). Task: Predict the reactants needed to synthesize the given product. Given the product [N:25]1([C:30]2[CH:31]=[C:32]([NH:33][C:13]([CH:14]3[C:15]4[C:16](=[CH:20][CH:21]=[CH:22][CH:23]=4)[C:17](=[O:19])[N:12]([CH2:11][CH2:10][O:9][CH3:8])[CH:6]3[C:2]3[S:1][CH:5]=[CH:4][CH:3]=3)=[O:24])[CH:34]=[CH:35][CH:36]=2)[CH:29]=[CH:28][CH:27]=[N:26]1, predict the reactants needed to synthesize it. The reactants are: [S:1]1[CH:5]=[CH:4][CH:3]=[C:2]1[CH:6]=O.[CH3:8][O:9][CH2:10][CH2:11][NH2:12].[C:13]1(=[O:24])[O:19][C:17](=O)[C:16]2=[CH:20][CH:21]=[CH:22][CH:23]=[C:15]2[CH2:14]1.[N:25]1([C:30]2[CH:31]=[C:32]([CH:34]=[CH:35][CH:36]=2)[NH2:33])[CH:29]=[CH:28][CH:27]=[N:26]1.